From a dataset of Reaction yield outcomes from USPTO patents with 853,638 reactions. Predict the reaction yield, written as a fraction of the theoretical maximum amount of product (1.0 means a 100% yield; for example, 0.34 means a 34% yield). (1) The reactants are I[C:2]1[CH:3]=[CH:4][C:5]([Cl:8])=[N:6][CH:7]=1.O1CCCC1.C([Mg]Cl)(C)C.C([Cu])#N.P(OC)(OC)OC.Cl[CH2:30][C:31]1[C:39]2[C:34](=[N:35][CH:36]=[CH:37][CH:38]=2)[N:33]([Si:40]([CH:47]([CH3:49])[CH3:48])([CH:44]([CH3:46])[CH3:45])[CH:41]([CH3:43])[CH3:42])[CH:32]=1. The catalyst is O.C1(C)C=CC=CC=1.CCCCCC.C(OCC)(=O)C. The product is [Cl:8][C:5]1[N:6]=[CH:7][C:2]([CH2:30][C:31]2[C:39]3[C:34](=[N:35][CH:36]=[CH:37][CH:38]=3)[N:33]([Si:40]([CH:41]([CH3:43])[CH3:42])([CH:47]([CH3:49])[CH3:48])[CH:44]([CH3:46])[CH3:45])[CH:32]=2)=[CH:3][CH:4]=1. The yield is 0.590. (2) The reactants are Br[CH2:2][C:3]1[CH:13]=[CH:12][C:6]([C:7]([O:9]CC)=[O:8])=[C:5]([F:14])[C:4]=1[F:15].O=C1C2C(=CC=CC=2)C(=O)[N-:18]1.[K+].NN.[C:30](O[C:30]([O:32][C:33]([CH3:36])([CH3:35])[CH3:34])=[O:31])([O:32][C:33]([CH3:36])([CH3:35])[CH3:34])=[O:31].CCN(C(C)C)C(C)C. The catalyst is C(Cl)Cl.C(O)C. The product is [C:33]([O:32][C:30]([NH:18][CH2:2][C:3]1[CH:13]=[CH:12][C:6]([C:7]([OH:9])=[O:8])=[C:5]([F:14])[C:4]=1[F:15])=[O:31])([CH3:36])([CH3:35])[CH3:34]. The yield is 0.450. (3) The reactants are [CH2:1]([N:4]1[CH2:8][CH2:7][C@@H:6]([C:9]2[CH:14]=[CH:13][C:12]([NH2:15])=[CH:11][CH:10]=2)[CH2:5]1)[CH2:2][CH3:3].CN(C1C=CC=CN=1)C.[O:25]1[C:29]([C:30]2[S:34][C:33]([S:35](Cl)(=[O:37])=[O:36])=[CH:32][CH:31]=2)=[CH:28][CH:27]=[N:26]1. The catalyst is O1CCCC1. The product is [CH2:1]([N:4]1[CH2:8][CH2:7][C@@H:6]([C:9]2[CH:10]=[CH:11][C:12]([NH:15][S:35]([C:33]3[S:34][C:30]([C:29]4[O:25][N:26]=[CH:27][CH:28]=4)=[CH:31][CH:32]=3)(=[O:36])=[O:37])=[CH:13][CH:14]=2)[CH2:5]1)[CH2:2][CH3:3]. The yield is 0.330. (4) The reactants are C[O:2][C:3](=[O:41])[CH2:4][C:5]1[CH:40]=[CH:39][CH:38]=[CH:37][C:6]=1[CH2:7][CH2:8][C:9]1[C:14]([C:15]([F:18])([F:17])[F:16])=[CH:13][N:12]=[C:11]([NH:19][C:20]2[CH:21]=[C:22]3[C:27](=[CH:28][CH:29]=2)[CH2:26][N:25]([C:30]([O:32][C:33]([CH3:36])([CH3:35])[CH3:34])=[O:31])[CH2:24][CH2:23]3)[N:10]=1.O.[OH-].[Li+:44]. The catalyst is C1COCC1.O. The product is [C:33]([O:32][C:30]([N:25]1[CH2:24][CH2:23][C:22]2[C:27](=[CH:28][CH:29]=[C:20]([NH:19][C:11]3[N:10]=[C:9]([CH2:8][CH2:7][C:6]4[CH:37]=[CH:38][CH:39]=[CH:40][C:5]=4[CH2:4][C:3]([O-:41])=[O:2])[C:14]([C:15]([F:17])([F:16])[F:18])=[CH:13][N:12]=3)[CH:21]=2)[CH2:26]1)=[O:31])([CH3:36])([CH3:34])[CH3:35].[Li+:44]. The yield is 0.810. (5) The reactants are [CH3:1][CH:2]([N:4]1[C:12]2[C:7](=[C:8]([C:32]([NH:34][CH2:35][C:36]3[C:37](=[O:46])[NH:38][C:39]([CH3:45])=[CH:40][C:41]=3[CH2:42][CH2:43][CH3:44])=[O:33])[CH:9]=[C:10]([C:13]3[CH:14]=[CH:15][C:16]([N:19]4[CH2:24][CH2:23][N:22](C(OC(C)(C)C)=O)[CH2:21][CH2:20]4)=[N:17][CH:18]=3)[CH:11]=2)[CH:6]=[CH:5]1)[CH3:3].C(O)(C(F)(F)F)=O. The catalyst is ClCCl. The product is [CH:2]([N:4]1[C:12]2[CH:11]=[C:10]([C:13]3[CH:18]=[N:17][C:16]([N:19]4[CH2:20][CH2:21][NH:22][CH2:23][CH2:24]4)=[CH:15][CH:14]=3)[CH:9]=[C:8]([C:32]([NH:34][CH2:35][C:36]3[C:37](=[O:46])[NH:38][C:39]([CH3:45])=[CH:40][C:41]=3[CH2:42][CH2:43][CH3:44])=[O:33])[C:7]=2[CH:6]=[CH:5]1)([CH3:1])[CH3:3]. The yield is 0.840. (6) The reactants are [NH2:1][C:2]1[CH:10]=[C:9]([I:11])[CH:8]=[CH:7][C:3]=1[C:4](O)=[O:5].CC[N:14]=C=NCCCN(C)C.ON1C2C=CC=CC=2N=N1.CCN(C(C)C)C(C)C.N. The catalyst is CN(C=O)C.O. The product is [NH2:1][C:2]1[CH:10]=[C:9]([I:11])[CH:8]=[CH:7][C:3]=1[C:4]([NH2:14])=[O:5]. The yield is 0.520. (7) The reactants are CN(C)CC(O)=O.C([O-])(=O)C.[Na+].Br[C:14]1[CH:15]=[C:16]([CH:21]=[CH:22][C:23]=1[O:24][CH3:25])[C:17]([O:19][CH3:20])=[O:18].[CH:26]([N:29]([CH:34]([CH3:36])[CH3:35])[C:30](=[O:33])[CH:31]=[CH2:32])([CH3:28])[CH3:27].Cl. The catalyst is ClCCl.CN1CCCC1=O. The product is [CH:34]([N:29]([CH:26]([CH3:28])[CH3:27])[C:30](=[O:33])/[CH:31]=[CH:32]/[C:14]1[CH:15]=[C:16]([C:17]([O:19][CH3:20])=[O:18])[CH:21]=[CH:22][C:23]=1[O:24][CH3:25])([CH3:36])[CH3:35]. The yield is 0.690. (8) The reactants are [F:1][C:2]1[CH:7]=[CH:6][C:5]([N:8]2[CH2:36][CH2:35][C:11]3[NH:12][C:13]4[CH:14]=[CH:15][C:16]([C:19]([NH:21][CH:22]5[CH2:27][CH2:26][N:25]([C:28]([O:30]C(C)(C)C)=O)[CH2:24][CH2:23]5)=[O:20])=[CH:17][C:18]=4[C:10]=3[CH2:9]2)=[CH:4][CH:3]=1.[F:37][C:38]1[CH:46]=[CH:45][C:41](C(Cl)=O)=[CH:40][CH:39]=1.C(N(CC)CC)C.C(=O)(O)[O-].[Na+]. The catalyst is Cl.O1CCOCC1. The product is [F:37][C:38]1[CH:46]=[CH:45][C:41]([C:28]([N:25]2[CH2:26][CH2:27][CH:22]([NH:21][C:19]([C:16]3[CH:15]=[CH:14][C:13]4[NH:12][C:11]5[CH2:35][CH2:36][N:8]([C:5]6[CH:4]=[CH:3][C:2]([F:1])=[CH:7][CH:6]=6)[CH2:9][C:10]=5[C:18]=4[CH:17]=3)=[O:20])[CH2:23][CH2:24]2)=[O:30])=[CH:40][CH:39]=1. The yield is 0.460.